From a dataset of Reaction yield outcomes from USPTO patents with 853,638 reactions. Predict the reaction yield, written as a fraction of the theoretical maximum amount of product (1.0 means a 100% yield; for example, 0.34 means a 34% yield). (1) The reactants are ClC1C=CC=C[N+]=1C.[N:9](=[C:11]1/[NH:12][CH:13]=[CH:14][C:15]([C:17]2[CH:22]=[CH:21][N:20]=[C:19]([NH:23][C:24]3[N:28]([CH3:29])[N:27]=[CH:26][CH:25]=3)[N:18]=2)=[CH:16]/1)/[NH2:10].[CH2:30]([Si:32]([CH3:38])([CH3:37])[CH2:33][C:34](O)=[O:35])[CH3:31].C(N(CCCC)CCCC)CCC. The catalyst is C(Cl)Cl. The product is [CH2:30]([Si:32]([CH3:38])([CH3:37])[CH2:33][C:34]([NH:10]/[N:9]=[C:11]1\[NH:12][CH:13]=[CH:14][C:15]([C:17]2[CH:22]=[CH:21][N:20]=[C:19]([NH:23][C:24]3[N:28]([CH3:29])[N:27]=[CH:26][CH:25]=3)[N:18]=2)=[CH:16]\1)=[O:35])[CH3:31]. The yield is 0.440. (2) The reactants are [NH:1]1[C:9]2[C:4](=[CH:5][CH:6]=[CH:7][CH:8]=2)[CH2:3][C:2]1=[O:10].[N:11]1([CH2:16][CH2:17][O:18][C:19]2[CH:20]=[C:21]3[C:25](=[CH:26][CH:27]=2)[NH:24][C:23]([CH:28]=O)=[CH:22]3)[CH2:15][CH2:14][CH2:13][CH2:12]1.N1CCCCC1. The catalyst is C(O)C. The product is [N:11]1([CH2:16][CH2:17][O:18][C:19]2[CH:20]=[C:21]3[C:25](=[CH:26][CH:27]=2)[NH:24][C:23]([CH:28]=[C:3]2[C:4]4[C:9](=[CH:8][CH:7]=[CH:6][CH:5]=4)[NH:1][C:2]2=[O:10])=[CH:22]3)[CH2:12][CH2:13][CH2:14][CH2:15]1. The yield is 0.810. (3) The reactants are [NH:1]1[C:9]2[C:4](=[CH:5][CH:6]=[CH:7][N:8]=2)[CH:3]=[CH:2]1.[CH3:10]C1C2C(=CC=CC=2)NC=1. No catalyst specified. The product is [CH3:10][N:1]1[C:9]2=[N:8][CH:7]=[CH:6][CH:5]=[C:4]2[CH:3]=[CH:2]1. The yield is 0.580. (4) The reactants are [Br:1][C:2]1[S:3][C:4]([C:8]([NH2:10])=O)=[C:5]([Br:7])[N:6]=1.C1(C)C=CC=CC=1.C[N:19]([CH:21](OC)OC)C.C(O)(=O)C.[NH2:30]N.C([O-])(O)=O.[Na+]. The catalyst is CCOC(C)=O.CCCCCC. The product is [Br:1][C:2]1[S:3][C:4]([C:8]2[NH:10][CH:21]=[N:19][N:30]=2)=[C:5]([Br:7])[N:6]=1. The yield is 0.610. (5) The reactants are CN(C)C1C=CC(N[C:10]2[N:15]=[C:14]([NH:16][CH2:17][C:18]3[O:19][CH:20]=[CH:21][CH:22]=3)[N:13]=[C:12]([O:23][CH2:24][CH3:25])[N:11]=2)=CC=1.[CH3:27][O:28][C:29]1[CH:30]=[C:31]([CH:33]=[CH:34][C:35]=1[O:36][CH3:37])[NH2:32].C([O-])([O-])=O.[K+].[K+].CN(C=O)C. The catalyst is O. The product is [CH3:27][O:28][C:29]1[CH:30]=[C:31]([NH:32][C:10]2[N:15]=[C:14]([NH:16][CH2:17][C:18]3[O:19][CH:20]=[CH:21][CH:22]=3)[N:13]=[C:12]([O:23][CH2:24][CH3:25])[N:11]=2)[CH:33]=[CH:34][C:35]=1[O:36][CH3:37]. The yield is 0.160. (6) The reactants are [C:1](Cl)(=[O:6])[C:2]([CH3:5])([CH3:4])[CH3:3].[NH2:8][C:9]1[CH:10]=[C:11]([OH:15])[CH:12]=[CH:13][CH:14]=1.C(=O)([O-])[O-].[Na+].[Na+]. The catalyst is C(OCC)(=O)C.O. The product is [OH:15][C:11]1[CH:10]=[C:9]([NH:8][C:1](=[O:6])[C:2]([CH3:5])([CH3:4])[CH3:3])[CH:14]=[CH:13][CH:12]=1. The yield is 0.900. (7) The reactants are [C:1]([Cl:4])(=[O:3])[CH3:2].Cl.[NH2:6][CH2:7][C:8]([CH3:14])([CH3:13])[CH2:9][C:10](O)=[O:11]. The catalyst is C(O)C. The product is [ClH:4].[CH2:1]([O:3][C:10](=[O:11])[CH2:9][C:8]([CH3:14])([CH3:13])[CH2:7][NH2:6])[CH3:2]. The yield is 0.940. (8) The reactants are [NH2:1][C:2]1[NH:6][N:5]=[N:4][N:3]=1.C(N(CC)CC)C.[CH3:14][C:15]1[C:19]2[CH:20]=[CH:21][CH:22]=[CH:23][C:18]=2[S:17][C:16]=1[CH:24]=O.[CH2:26]([O:28][C:29](=[O:34])[CH2:30][C:31]([CH3:33])=O)[CH3:27]. The product is [CH3:33][C:31]1[NH:1][C:2]2[N:3]([N:4]=[N:5][N:6]=2)[CH:24]([C:16]2[S:17][C:18]3[CH:23]=[CH:22][CH:21]=[CH:20][C:19]=3[C:15]=2[CH3:14])[C:30]=1[C:29]([O:28][CH2:26][CH3:27])=[O:34]. The catalyst is C(O)C. The yield is 0.410. (9) The reactants are C([O:3][C:4](=O)[CH2:5][CH:6]1[S:10][C:9]([C:11]2[NH:12][C:13]3[C:18]([CH:19]=2)=[CH:17][C:16]([O:20][C:21]2[CH:26]=[CH:25][C:24]([S:27]([CH3:30])(=[O:29])=[O:28])=[CH:23][CH:22]=2)=[CH:15][C:14]=3[O:31][CH:32]2[CH2:37][CH2:36][O:35][CH2:34][CH2:33]2)=[N:8][CH2:7]1)C.[BH4-].[Li+].O.CO. The catalyst is O1CCCC1.CCCCCC.C(OCC)(=O)C. The product is [CH3:30][S:27]([C:24]1[CH:23]=[CH:22][C:21]([O:20][C:16]2[CH:17]=[C:18]3[C:13](=[C:14]([O:31][CH:32]4[CH2:37][CH2:36][O:35][CH2:34][CH2:33]4)[CH:15]=2)[NH:12][C:11]([C:9]2[S:10][CH:6]([CH2:5][CH2:4][OH:3])[CH2:7][N:8]=2)=[CH:19]3)=[CH:26][CH:25]=1)(=[O:29])=[O:28]. The yield is 0.540.